This data is from Full USPTO retrosynthesis dataset with 1.9M reactions from patents (1976-2016). The task is: Predict the reactants needed to synthesize the given product. (1) Given the product [Cl:18][C:16]1[CH:15]=[CH:14][C:3]([O:4][CH:5]([CH3:13])[C:6]([O:8][C:9]([CH3:12])([CH3:11])[CH3:10])=[O:7])=[C:2]([C:25]2[CH:26]=[CH:27][C:22]([S:21][CH2:19][CH3:20])=[CH:23][CH:24]=2)[CH:17]=1, predict the reactants needed to synthesize it. The reactants are: Br[C:2]1[CH:17]=[C:16]([Cl:18])[CH:15]=[CH:14][C:3]=1[O:4][CH:5]([CH3:13])[C:6]([O:8][C:9]([CH3:12])([CH3:11])[CH3:10])=[O:7].[CH2:19]([S:21][C:22]1[CH:27]=[CH:26][C:25](B(O)O)=[CH:24][CH:23]=1)[CH3:20]. (2) The reactants are: [NH:1]1[C:9]2[C:4](=[CH:5][C:6]([CH:10]=[O:11])=[CH:7][CH:8]=2)[CH:3]=[N:2]1.Br[CH2:13][C:14]1[CH:19]=[CH:18][C:17]([S:20]([CH3:23])(=[O:22])=[O:21])=[CH:16][C:15]=1[C:24]([F:27])([F:26])[F:25]. Given the product [CH3:23][S:20]([C:17]1[CH:18]=[CH:19][C:14]([CH2:13][N:1]2[C:9]3[C:4](=[CH:5][C:6]([CH:10]=[O:11])=[CH:7][CH:8]=3)[CH:3]=[N:2]2)=[C:15]([C:24]([F:25])([F:27])[F:26])[CH:16]=1)(=[O:22])=[O:21], predict the reactants needed to synthesize it. (3) Given the product [F:24][C:25]1[CH:26]=[C:27]([CH:44]=[CH:45][C:46]=1[F:47])[CH2:28][N:29]1[CH2:33][CH2:32][N:31]([C:34]2[S:35][C:36]([C:40]([NH2:7])=[O:41])=[C:37]([CH3:39])[N:38]=2)[C:30]1=[O:43], predict the reactants needed to synthesize it. The reactants are: FC1C=CC(C[N:7]2C(=O)N(C3SC(C(O)=O)=C(C)N=3)C=N2)=CC=1.[F:24][C:25]1[CH:26]=[C:27]([CH:44]=[CH:45][C:46]=1[F:47])[CH2:28][N:29]1[CH2:33][CH2:32][N:31]([C:34]2[S:35][C:36]([C:40](O)=[O:41])=[C:37]([CH3:39])[N:38]=2)[C:30]1=[O:43]. (4) Given the product [Cl:11][CH2:12][C:13]1[C:5]2[C:3](=[C:2]([F:1])[C:8]([OH:9])=[C:7]([F:10])[CH:6]=2)[O:4][C:15](=[O:16])[CH:14]=1, predict the reactants needed to synthesize it. The reactants are: [F:1][C:2]1[C:8]([OH:9])=[C:7]([F:10])[CH:6]=[CH:5][C:3]=1[OH:4].[Cl:11][CH2:12][C:13](=O)[CH2:14][C:15](OCC)=[O:16]. (5) The reactants are: [OH:1][C:2]1[CH:3]=[C:4]([CH:10]=[CH:11][C:12]=1[OH:13])[CH:5]([OH:9])[C:6]([OH:8])=O.ON1C(=O)CCC1=O.C1(N=C=NC2CCCCC2)CCCCC1.[CH2:37]([CH:39]([CH2:42][CH2:43][CH2:44][CH3:45])[CH2:40][NH2:41])[CH3:38].C(=O)([O-])O.[Na+].Cl. Given the product [OH:1][C:2]1[CH:3]=[C:4]([CH:5]([OH:9])[C:6]([NH:41][CH2:40][CH:39]([CH2:37][CH3:38])[CH2:42][CH2:43][CH2:44][CH3:45])=[O:8])[CH:10]=[CH:11][C:12]=1[OH:13], predict the reactants needed to synthesize it.